This data is from Full USPTO retrosynthesis dataset with 1.9M reactions from patents (1976-2016). The task is: Predict the reactants needed to synthesize the given product. Given the product [OH:27][C:26]1[C:17]([CH:2]2[C:10]3[C:5](=[CH:6][CH:7]=[CH:8][CH:9]=3)[N:4]([CH2:11][CH2:12][CH2:13][CH2:14][CH3:15])[C:3]2=[O:16])=[CH:18][C:19]2[S:23][C:22]([CH3:24])=[N:21][C:20]=2[CH:25]=1, predict the reactants needed to synthesize it. The reactants are: O[C:2]1([C:17]2[C:26]([OH:27])=[CH:25][C:20]3[N:21]=[C:22]([CH3:24])[S:23][C:19]=3[CH:18]=2)[C:10]2[C:5](=[CH:6][CH:7]=[CH:8][CH:9]=2)[N:4]([CH2:11][CH2:12][CH2:13][CH2:14][CH3:15])[C:3]1=[O:16].